From a dataset of Peptide-MHC class I binding affinity with 185,985 pairs from IEDB/IMGT. Regression. Given a peptide amino acid sequence and an MHC pseudo amino acid sequence, predict their binding affinity value. This is MHC class I binding data. (1) The peptide sequence is AYISSEATTPV. The MHC is HLA-B15:03 with pseudo-sequence HLA-B15:03. The binding affinity (normalized) is 0.115. (2) The peptide sequence is AISDPCMGL. The MHC is HLA-A26:01 with pseudo-sequence HLA-A26:01. The binding affinity (normalized) is 0.0847. (3) The peptide sequence is SDRLHHDPL. The MHC is HLA-B27:05 with pseudo-sequence HLA-B27:05. The binding affinity (normalized) is 0.0847. (4) The peptide sequence is KSCLPACVY. The MHC is HLA-B08:01 with pseudo-sequence HLA-B08:01. The binding affinity (normalized) is 0.0847. (5) The peptide sequence is RMIAISAKV. The MHC is HLA-A02:11 with pseudo-sequence HLA-A02:11. The binding affinity (normalized) is 1.00.